Dataset: Forward reaction prediction with 1.9M reactions from USPTO patents (1976-2016). Task: Predict the product of the given reaction. Given the reactants Cl.[CH2:2]([O:9][C:10](=[O:20])[C@H:11]([CH2:13][C:14]1[CH:19]=[CH:18][CH:17]=[CH:16][CH:15]=1)[NH2:12])[C:3]1[CH:8]=[CH:7][CH:6]=[CH:5][CH:4]=1.[NH:21]([C:33]([O:35][CH2:36][C:37]1[CH:42]=[CH:41][CH:40]=[CH:39][CH:38]=1)=[O:34])[C@H:22]([C:30](O)=[O:31])[CH2:23][C:24]1[CH:29]=[CH:28][CH:27]=[CH:26][CH:25]=1.CCN(C(C)C)C(C)C.ON1C2N=CC=CC=2N=N1.C(Cl)CCl, predict the reaction product. The product is: [CH2:36]([O:35][C:33]([NH:21][C@@H:22]([CH2:23][C:24]1[CH:29]=[CH:28][CH:27]=[CH:26][CH:25]=1)[C:30]([NH:12][C@@H:11]([CH2:13][C:14]1[CH:19]=[CH:18][CH:17]=[CH:16][CH:15]=1)[C:10]([O:9][CH2:2][C:3]1[CH:4]=[CH:5][CH:6]=[CH:7][CH:8]=1)=[O:20])=[O:31])=[O:34])[C:37]1[CH:38]=[CH:39][CH:40]=[CH:41][CH:42]=1.